Task: Predict the reaction yield, written as a fraction of the theoretical maximum amount of product (1.0 means a 100% yield; for example, 0.34 means a 34% yield).. Dataset: Reaction yield outcomes from USPTO patents with 853,638 reactions (1) The reactants are C(OC([N:8]1[C:13]2[CH:14]=[C:15]([Cl:20])[C:16]([O:18][CH3:19])=[CH:17][C:12]=2[O:11][CH:10]([C:21]([N:23]2[CH2:28][CH2:27][C:26]([C:36]#[N:37])([CH2:29][C:30]3[CH:35]=[CH:34][N:33]=[CH:32][CH:31]=3)[CH2:25][CH2:24]2)=[O:22])[CH2:9]1)=O)(C)(C)C.FC(F)(F)C(O)=O. The catalyst is C(Cl)Cl. The product is [Cl:20][C:15]1[C:16]([O:18][CH3:19])=[CH:17][C:12]2[O:11][CH:10]([C:21]([N:23]3[CH2:28][CH2:27][C:26]([CH2:29][C:30]4[CH:31]=[CH:32][N:33]=[CH:34][CH:35]=4)([C:36]#[N:37])[CH2:25][CH2:24]3)=[O:22])[CH2:9][NH:8][C:13]=2[CH:14]=1. The yield is 0.750. (2) The reactants are N1C=CC=CC=1.[CH2:7]([O:14][N:15]([C@H:28]1[CH2:33][N:32]([C:34]([O:36][C:37]([CH3:40])([CH3:39])[CH3:38])=[O:35])[C@H:31]([C:41](=O)[NH2:42])[CH2:30][CH2:29]1)[S:16]([C:19]1[CH:24]=[CH:23][CH:22]=[CH:21][C:20]=1[N+:25]([O-:27])=[O:26])(=[O:18])=[O:17])[C:8]1[CH:13]=[CH:12][CH:11]=[CH:10][CH:9]=1.O(S(C(F)(F)F)(=O)=O)S(C(F)(F)F)(=O)=O.CCOC(C)=O. The catalyst is C1COCC1. The product is [CH2:7]([O:14][N:15]([C@H:28]1[CH2:33][N:32]([C:34]([O:36][C:37]([CH3:38])([CH3:40])[CH3:39])=[O:35])[C@H:31]([C:41]#[N:42])[CH2:30][CH2:29]1)[S:16]([C:19]1[CH:24]=[CH:23][CH:22]=[CH:21][C:20]=1[N+:25]([O-:27])=[O:26])(=[O:18])=[O:17])[C:8]1[CH:9]=[CH:10][CH:11]=[CH:12][CH:13]=1. The yield is 0.790.